This data is from Reaction yield outcomes from USPTO patents with 853,638 reactions. The task is: Predict the reaction yield, written as a fraction of the theoretical maximum amount of product (1.0 means a 100% yield; for example, 0.34 means a 34% yield). (1) The reactants are [Li+].CC([N-]C(C)C)C.C1COCC1.CCCCCCC.[CH2:21]([C:23]1[CH:28]=CC=C[CH:24]=1)C.[CH3:29][O:30][C:31](=[O:55])[CH2:32][C:33]1[CH:38]=[C:37]([O:39][CH2:40][C:41]2[CH:46]=[CH:45][CH:44]=[CH:43][CH:42]=2)[CH:36]=[C:35]([O:47][CH2:48][C:49]2[CH:54]=[CH:53][CH:52]=[CH:51][CH:50]=2)[CH:34]=1.BrCC(C)=C. The catalyst is C1COCC1. The product is [CH3:29][O:30][C:31](=[O:55])[CH:32]([C:33]1[CH:34]=[C:35]([O:47][CH2:48][C:49]2[CH:54]=[CH:53][CH:52]=[CH:51][CH:50]=2)[CH:36]=[C:37]([O:39][CH2:40][C:41]2[CH:46]=[CH:45][CH:44]=[CH:43][CH:42]=2)[CH:38]=1)[CH2:24][C:23]([CH3:28])=[CH2:21]. The yield is 0.940. (2) The catalyst is ClCCCl. The yield is 0.939. The reactants are [Br:1][C:2]1[CH:3]=[C:4]([CH:7]=[C:8]([F:10])[CH:9]=1)[CH:5]=O.[CH3:11][S:12]([NH2:15])(=[O:14])=[O:13].[BH-](OC(C)=O)(OC(C)=O)OC(C)=O.[Na+]. The product is [Br:1][C:2]1[CH:3]=[C:4]([CH:7]=[C:8]([F:10])[CH:9]=1)[CH2:5][NH:15][S:12]([CH3:11])(=[O:14])=[O:13]. (3) The yield is 0.770. The product is [Br:1][C:2]1[CH:20]=[C:19]([CH2:34][CH3:35])[C:5]([C:6]([NH:8][C:9]2[CH:10]=[CH:11][CH:12]=[C:13]3[C:18]=2[N:17]=[CH:16][CH:15]=[CH:14]3)=[O:7])=[C:4]([CH2:22][CH3:25])[CH:3]=1. The catalyst is C(O)(CC)(C)C.C(OCC)(=O)C.C([O-])(=O)C.[Pd+2].C([O-])(=O)C. The reactants are [Br:1][C:2]1[CH:20]=[CH:19][C:5]([C:6]([NH:8][C:9]2[CH:10]=[CH:11][CH:12]=[C:13]3[C:18]=2[N:17]=[CH:16][CH:15]=[CH:14]3)=[O:7])=[CH:4][CH:3]=1.C(O)(=O)[C:22]([CH3:25])(C)C.C(=O)([O-])[O-].[K+].[K+].[CH2:34](I)[CH3:35]. (4) The reactants are C(OC([N:8]1[C:38]2[C:33](=[CH:34][CH:35]=[C:36]([Cl:39])[CH:37]=2)[C:10]2([CH:15]([C:16]3[CH:21]=[CH:20][CH:19]=[C:18]([Cl:22])[CH:17]=3)[CH2:14][C:13](=[O:23])[NH:12][CH:11]2[C:24]2[CH:29]=[C:28]([F:30])[CH:27]=[CH:26][C:25]=2[CH2:31]Br)[C:9]1=[O:40])=O)(C)(C)C.C([O-])([O-])=O.[K+].[K+].[CH3:47][S:48]([N:51]1[CH2:56][CH2:55][NH:54][CH2:53][CH2:52]1)(=[O:50])=[O:49]. The catalyst is C(#N)C. The product is [Cl:39][C:36]1[CH:37]=[C:38]2[NH:8][C:9](=[O:40])[C@:10]3([C@H:15]([C:16]4[CH:21]=[CH:20][CH:19]=[C:18]([Cl:22])[CH:17]=4)[CH2:14][C:13](=[O:23])[NH:12][C@@H:11]3[C:24]3[CH:29]=[C:28]([F:30])[CH:27]=[CH:26][C:25]=3[CH2:31][N:54]3[CH2:55][CH2:56][N:51]([S:48]([CH3:47])(=[O:50])=[O:49])[CH2:52][CH2:53]3)[C:33]2=[CH:34][CH:35]=1. The yield is 0.170.